This data is from Reaction yield outcomes from USPTO patents with 853,638 reactions. The task is: Predict the reaction yield, written as a fraction of the theoretical maximum amount of product (1.0 means a 100% yield; for example, 0.34 means a 34% yield). (1) The reactants are [Br:1][C:2]1[S:6][C:5]2[CH2:7][CH2:8][CH2:9][C:10]3([C:14](=[O:15])[NH:13][C:12](=O)[NH:11]3)[C:4]=2[CH:3]=1.COC1C=CC(P2(=S)SP(=S)(C3C=CC(OC)=CC=3)[S:26]2)=CC=1. The catalyst is O1CCOCC1. The product is [Br:1][C:2]1[S:6][C:5]2[CH2:7][CH2:8][CH2:9][C:10]3([C:14](=[O:15])[NH:13][C:12](=[S:26])[NH:11]3)[C:4]=2[CH:3]=1. The yield is 0.530. (2) The reactants are [CH3:1][C:2]1[O:6][N:5]=[C:4]([C:7]2[CH:12]=[CH:11][CH:10]=[CH:9][CH:8]=2)[C:3]=1[CH2:13][O:14][C:15]1[CH:23]=[CH:22][C:18]([C:19]([OH:21])=O)=[CH:17][N:16]=1.[NH2:24][CH:25]([CH3:28])[CH2:26][OH:27]. No catalyst specified. The product is [OH:27][CH2:26][CH:25]([NH:24][C:19](=[O:21])[C:18]1[CH:22]=[CH:23][C:15]([O:14][CH2:13][C:3]2[C:4]([C:7]3[CH:8]=[CH:9][CH:10]=[CH:11][CH:12]=3)=[N:5][O:6][C:2]=2[CH3:1])=[N:16][CH:17]=1)[CH3:28]. The yield is 0.890. (3) The reactants are [F:1][C:2]1[CH:7]=[C:6](/[N:8]=[CH:9]/[C:10]2[O:11][C:12]([N+:15]([O-:17])=[O:16])=[CH:13][CH:14]=2)[CH:5]=[CH:4][C:3]=1[N:18]1[CH2:23][CH2:22][CH:21]([C:24]2[O:28][C:27](=[O:29])[N:26]([CH3:30])[N:25]=2)[CH2:20][CH2:19]1.C([BH3-])#N.[Na+].C(=O)(O)[O-].[Na+]. The catalyst is CC(O)=O.CO. The product is [F:1][C:2]1[CH:7]=[C:6]([NH:8][CH2:9][C:10]2[O:11][C:12]([N+:15]([O-:17])=[O:16])=[CH:13][CH:14]=2)[CH:5]=[CH:4][C:3]=1[N:18]1[CH2:19][CH2:20][CH:21]([C:24]2[O:28][C:27](=[O:29])[N:26]([CH3:30])[N:25]=2)[CH2:22][CH2:23]1. The yield is 0.860. (4) The reactants are [CH:1]1[N:5]=[CH:4][NH:3][C:2]=1/[CH:6]=[CH:7]/[C:8]([OH:10])=[O:9]. The catalyst is O.[Pd]. The product is [NH:5]1[CH:1]=[C:2]([CH2:6][CH2:7][C:8]([OH:10])=[O:9])[N:3]=[CH:4]1. The yield is 0.960. (5) The reactants are [Cl:1][C:2]1[CH:3]=[C:4]2[NH:10][C:9](=[O:11])/[C:8](=[CH:12]\[C:13]3[CH:18]=[CH:17][CH:16]=[C:15]([Cl:19])[C:14]=3[F:20])/[C:5]2=[N:6][CH:7]=1.N12CCN(CC1)CC2.[Li+].[Cl-].[CH3:31][C:32]([CH3:45])([CH3:44])[CH2:33]/[CH:34]=[N:35]/[CH2:36][C:37]([O:39][C:40]([CH3:43])([CH3:42])[CH3:41])=[O:38]. The catalyst is C1COCC1.C(Cl)Cl. The product is [Cl:1][C:2]1[CH:3]=[C:4]2[NH:10][C:9](=[O:11])[C:8]3([CH:12]([C:13]4[CH:18]=[CH:17][CH:16]=[C:15]([Cl:19])[C:14]=4[F:20])[CH:36]([C:37]([O:39][C:40]([CH3:41])([CH3:42])[CH3:43])=[O:38])[NH:35][CH:34]3[CH2:33][C:32]([CH3:45])([CH3:44])[CH3:31])[C:5]2=[N:6][CH:7]=1. The yield is 0.250. (6) The reactants are [Cl:1][C:2]1[N:3]=[C:4](Cl)[C:5]2[CH:10]=[CH:9][N:8]([CH3:11])[C:6]=2[N:7]=1.C([Sn](CCCC)(CCCC)[C:18]([O:20][CH2:21][CH3:22])=[CH2:19])CCC. No catalyst specified. The product is [Cl:1][C:2]1[N:3]=[C:4]([C:18]([O:20][CH2:21][CH3:22])=[CH2:19])[C:5]2[CH:10]=[CH:9][N:8]([CH3:11])[C:6]=2[N:7]=1. The yield is 0.710.